From a dataset of Reaction yield outcomes from USPTO patents with 853,638 reactions. Predict the reaction yield, written as a fraction of the theoretical maximum amount of product (1.0 means a 100% yield; for example, 0.34 means a 34% yield). (1) The reactants are [Cl:1][C:2]1[N:7]2[N:8]=[C:9]([C:21]3[CH:26]=[CH:25][C:24]([F:27])=[CH:23][CH:22]=3)[C:10]([C:11](=O)[C:12]#[C:13][C:14]3[CH:19]=[CH:18][CH:17]=[CH:16][CH:15]=3)=[C:6]2[CH:5]=[CH:4][CH:3]=1.Cl.[CH:29]1([NH:34][C:35]([NH2:37])=[NH:36])[CH2:33][CH2:32][CH2:31][CH2:30]1.C(=O)([O-])[O-].[K+].[K+]. The catalyst is CN(C)C=O.O.CCOCC. The product is [Cl:1][C:2]1[N:7]2[N:8]=[C:9]([C:21]3[CH:26]=[CH:25][C:24]([F:27])=[CH:23][CH:22]=3)[C:10]([C:11]3[CH:12]=[C:13]([C:14]4[CH:19]=[CH:18][CH:17]=[CH:16][CH:15]=4)[N:37]=[C:35]([NH:34][CH:29]4[CH2:33][CH2:32][CH2:31][CH2:30]4)[N:36]=3)=[C:6]2[CH:5]=[CH:4][CH:3]=1. The yield is 0.840. (2) The reactants are [CH3:1][C:2]1[CH:3]=[C:4]([CH:8]=[C:9]([CH3:39])[C:10]=1[C:11]([NH:13][CH2:14][CH2:15][C@H:16]([N:18]1[CH2:23][CH2:22][CH:21]([N:24]([CH2:31][C:32]2[CH:33]=[N:34][CH:35]=[CH:36][C:37]=2[CH3:38])[C:25]2[CH:30]=[CH:29][CH:28]=[CH:27][CH:26]=2)[CH2:20][CH2:19]1)[CH3:17])=[O:12])[C:5]([OH:7])=O.CCN=C=NCCCN(C)C.C1C=C[C:54]2N(O)N=[N:57][C:55]=2[CH:56]=1.C(N)(C)C.CCN(C(C)C)C(C)C. The product is [CH:55]([NH:57][C:5](=[O:7])[C:4]1[CH:8]=[C:9]([CH3:39])[C:10]([C:11]([NH:13][CH2:14][CH2:15][C@H:16]([N:18]2[CH2:23][CH2:22][CH:21]([N:24]([CH2:31][C:32]3[CH:33]=[N:34][CH:35]=[CH:36][C:37]=3[CH3:38])[C:25]3[CH:30]=[CH:29][CH:28]=[CH:27][CH:26]=3)[CH2:20][CH2:19]2)[CH3:17])=[O:12])=[C:2]([CH3:1])[CH:3]=1)([CH3:56])[CH3:54]. The catalyst is CN(C=O)C. The yield is 0.190. (3) The reactants are [NH2:1][C:2]1[CH:18]=[CH:17][C:5]([CH2:6][NH:7][C:8](=[O:16])[C@@H:9]([NH:12][C:13](=[O:15])[CH3:14])[CH2:10][OH:11])=[CH:4][CH:3]=1.[Si]([N:23]=[N+:24]=[N-])(C)(C)C. No catalyst specified. The product is [N:1]([C:2]1[CH:3]=[CH:4][C:5]([CH2:6][NH:7][C:8](=[O:16])[C@@H:9]([NH:12][C:13](=[O:15])[CH3:14])[CH2:10][OH:11])=[CH:17][CH:18]=1)=[N+:23]=[N-:24]. The yield is 0.920. (4) The reactants are [F:1][C:2]1([F:33])[CH2:7][CH2:6][N:5]([C:8]([C:10]2[NH:11][C:12]3[C:17]([CH:18]=2)=[CH:16][C:15]([C:19]([N:21]2[CH2:26][CH2:25][CH:24]([N:27]4[CH2:32][CH2:31][O:30][CH2:29][CH2:28]4)[CH2:23][CH2:22]2)=[O:20])=[CH:14][CH:13]=3)=[O:9])[CH2:4][CH2:3]1.[Cl:34][C:35]1[CH:40]=[CH:39][C:38](B(O)O)=[CH:37][N:36]=1.N1C=CC=CC=1. The catalyst is ClCCl.C([O-])(=O)C.[Cu+2].C([O-])(=O)C. The product is [Cl:34][C:35]1[N:36]=[CH:37][C:38]([N:11]2[C:12]3[C:17](=[CH:16][C:15]([C:19]([N:21]4[CH2:26][CH2:25][CH:24]([N:27]5[CH2:28][CH2:29][O:30][CH2:31][CH2:32]5)[CH2:23][CH2:22]4)=[O:20])=[CH:14][CH:13]=3)[CH:18]=[C:10]2[C:8]([N:5]2[CH2:4][CH2:3][C:2]([F:1])([F:33])[CH2:7][CH2:6]2)=[O:9])=[CH:39][CH:40]=1. The yield is 0.310. (5) The reactants are [BH4-].[Na+].[CH2:3]([N:10]([CH2:12][C:13]1[CH:18]=[CH:17][C:16]([N+:19]([O-])=O)=[C:15]([O:22][CH3:23])[CH:14]=1)[CH3:11])[C:4]1[CH:9]=[CH:8][CH:7]=[CH:6][CH:5]=1.[NH4+].[OH-]. The catalyst is CCO.C1COCC1.B#[Ni].O.O.O.O.O.O.[Ni](Cl)Cl. The product is [CH2:3]([N:10]([CH2:12][C:13]1[CH:18]=[CH:17][C:16]([NH2:19])=[C:15]([O:22][CH3:23])[CH:14]=1)[CH3:11])[C:4]1[CH:9]=[CH:8][CH:7]=[CH:6][CH:5]=1. The yield is 0.650.